This data is from Full USPTO retrosynthesis dataset with 1.9M reactions from patents (1976-2016). The task is: Predict the reactants needed to synthesize the given product. (1) Given the product [Cl:1][C:2]1[CH:29]=[CH:28][C:27]([N:30]2[CH:34]=[CH:33][CH:32]=[CH:31]2)=[CH:26][C:3]=1[C:4]([NH:6][C:7](=[O:25])[NH:8][C:9]1[S:10][C:11]2[CH:17]=[C:16]([S:18]([CH2:21][CH2:22][CH2:23][NH:39][CH2:38][CH2:37][O:36][CH3:35])(=[O:20])=[O:19])[CH:15]=[CH:14][C:12]=2[N:13]=1)=[O:5], predict the reactants needed to synthesize it. The reactants are: [Cl:1][C:2]1[CH:29]=[CH:28][C:27]([N:30]2[CH:34]=[CH:33][CH:32]=[CH:31]2)=[CH:26][C:3]=1[C:4]([NH:6][C:7](=[O:25])[NH:8][C:9]1[S:10][C:11]2[CH:17]=[C:16]([S:18]([CH2:21][CH2:22][CH2:23]I)(=[O:20])=[O:19])[CH:15]=[CH:14][C:12]=2[N:13]=1)=[O:5].[CH3:35][O:36][CH2:37][CH2:38][NH2:39]. (2) Given the product [CH3:6][O:5][C:3](=[O:4])[CH:2]([P:12]([O:13][CH2:14][CH3:15])([O:11][CH2:9][CH3:10])=[O:16])[CH2:7][CH3:8], predict the reactants needed to synthesize it. The reactants are: Br[CH:2]([CH2:7][CH3:8])[C:3]([O:5][CH3:6])=[O:4].[CH2:9]([O:11][P:12]([O:16]CC)[O:13][CH2:14][CH3:15])[CH3:10]. (3) Given the product [Br:1][C:2]1[C:3](=[O:19])[N:4]([CH2:21][C:22]2[CH:27]=[CH:26][N:25]=[C:24]([S:28][CH3:29])[N:23]=2)[C:5]([CH3:18])=[CH:6][C:7]=1[O:8][CH2:9][C:10]1[CH:15]=[CH:14][C:13]([F:16])=[CH:12][C:11]=1[F:17], predict the reactants needed to synthesize it. The reactants are: [Br:1][C:2]1[C:3](=[O:19])[NH:4][C:5]([CH3:18])=[CH:6][C:7]=1[O:8][CH2:9][C:10]1[CH:15]=[CH:14][C:13]([F:16])=[CH:12][C:11]=1[F:17].Br[CH2:21][C:22]1[CH:27]=[CH:26][N:25]=[C:24]([S:28][CH3:29])[N:23]=1.[H-].[Na+]. (4) Given the product [OH:15][CH2:14][C:13]1[CH:12]=[C:11]([CH2:18][OH:19])[CH:10]=[C:9]([CH2:22][OH:23])[CH:8]=1, predict the reactants needed to synthesize it. The reactants are: [H-].[Al+3].[Li+].[H-].[H-].[H-].C[C:8]1[C:13]([C:14]([O-])=[O:15])=[C:12](C)[C:11]([C:18]([O-])=[O:19])=[C:10](C)[C:9]=1[C:22]([O-])=[O:23].O.[OH-].[Na+]. (5) Given the product [Cl:1][C:2]1[C:7]([F:8])=[C:6]([CH:9]=[O:10])[CH:5]=[CH:4][N:3]=1, predict the reactants needed to synthesize it. The reactants are: [Cl:1][C:2]1[C:7]([F:8])=[C:6]([CH2:9][OH:10])[CH:5]=[CH:4][N:3]=1. (6) Given the product [C:1]([C:5]1[CH:14]=[C:9]([C:10]([O:12][CH3:13])=[O:11])[C:8]([O:15][CH3:16])=[C:7]([NH:17][C:18]([C:19]2[CH:24]=[CH:23][C:22]([CH3:25])=[C:21]([CH:20]=2)[O:26][C:27]2[CH:32]=[CH:31][N:30]=[C:29]([CH2:49][N:46]3[CH2:47][CH2:48][N:43]([C:41]([O:40][C:36]([CH3:39])([CH3:38])[CH3:37])=[O:42])[CH2:44][CH2:45]3)[CH:28]=2)=[O:34])[CH:6]=1)([CH3:4])([CH3:3])[CH3:2], predict the reactants needed to synthesize it. The reactants are: [C:1]([C:5]1[CH:6]=[C:7]([NH:17][C:18](=[O:34])[C:19]2[CH:24]=[CH:23][C:22]([CH3:25])=[C:21]([O:26][C:27]3[CH:32]=[CH:31][N:30]=[C:29](Cl)[CH:28]=3)[CH:20]=2)[C:8]([O:15][CH3:16])=[C:9]([CH:14]=1)[C:10]([O:12][CH3:13])=[O:11])([CH3:4])([CH3:3])[CH3:2].[K].[C:36]([O:40][C:41]([N:43]1[CH2:48][CH2:47][N:46]([CH2:49][B-](F)(F)F)[CH2:45][CH2:44]1)=[O:42])([CH3:39])([CH3:38])[CH3:37].C([O-])([O-])=O.[Cs+].[Cs+].O. (7) The reactants are: [CH3:1][C:2]1[CH:7]=[C:6]([C:8]2[C:16]3[C:11](=[CH:12][CH:13]=[C:14]([NH:17][C:18]([C@:20]4([S:25][CH3:26])[CH2:24][CH2:23][NH:22][CH2:21]4)=[O:19])[CH:15]=3)[NH:10][N:9]=2)[CH:5]=[CH:4][N:3]=1.Cl[CH2:28][C:29]([CH:31]1[CH2:36][CH2:35][N:34]([C:37]2[S:38][CH:39]=[CH:40][N:41]=2)[CH2:33][CH2:32]1)=[O:30].C(N(CC)CC)C. Given the product [CH3:1][C:2]1[CH:7]=[C:6]([C:8]2[C:16]3[C:11](=[CH:12][CH:13]=[C:14]([NH:17][C:18]([C@:20]4([S:25][CH3:26])[CH2:24][CH2:23][N:22]([CH2:28][C:29](=[O:30])[CH:31]5[CH2:32][CH2:33][N:34]([C:37]6[S:38][CH:39]=[CH:40][N:41]=6)[CH2:35][CH2:36]5)[CH2:21]4)=[O:19])[CH:15]=3)[NH:10][N:9]=2)[CH:5]=[CH:4][N:3]=1, predict the reactants needed to synthesize it. (8) Given the product [NH2:1][C:2]1[CH:9]=[CH:8][CH:7]=[C:6]([Cl:10])[C:3]=1[CH:4]([OH:5])[CH2:15][C:14]1[CH:18]=[CH:19][C:20]([F:21])=[C:12]([F:11])[CH:13]=1, predict the reactants needed to synthesize it. The reactants are: [NH2:1][C:2]1[CH:9]=[CH:8][CH:7]=[C:6]([Cl:10])[C:3]=1[CH:4]=[O:5].[F:11][C:12]1[CH:13]=[C:14]([CH:18]=[CH:19][C:20]=1[F:21])[CH2:15][Mg]Br.